This data is from Catalyst prediction with 721,799 reactions and 888 catalyst types from USPTO. The task is: Predict which catalyst facilitates the given reaction. (1) Reactant: [Cl:1][C:2]1[CH:3]=[CH:4][C:5]([C:8]([OH:10])=O)=[N:6][CH:7]=1.CCN(C(C)C)C(C)C.F[P-](F)(F)(F)(F)F.N1(OC(N(C)C)=[N+](C)C)C2N=CC=CC=2N=N1.[NH2:44][C:45]1[CH:46]=[CH:47][C:48]([F:61])=[C:49]([C:51]2([CH:58]3[CH2:60][CH2:59]3)[NH:56][C:55](=[S:57])[CH2:54][O:53][CH2:52]2)[CH:50]=1.C(=O)([O-])O.[Na+]. Product: [CH:58]1([C:51]2([C:49]3[CH:50]=[C:45]([NH:44][C:8]([C:5]4[CH:4]=[CH:3][C:2]([Cl:1])=[CH:7][N:6]=4)=[O:10])[CH:46]=[CH:47][C:48]=3[F:61])[CH2:52][O:53][CH2:54][C:55](=[S:57])[NH:56]2)[CH2:60][CH2:59]1. The catalyst class is: 4. (2) Reactant: [CH3:1][N:2]1[CH:7]=[C:6]([C:8]2[CH:13]=[CH:12][CH:11]=[C:10]([NH:14][C:15]([C:17]3[S:21][C:20]4[CH2:22][CH2:23][CH2:24][CH2:25][C:19]=4[CH:18]=3)=[O:16])[C:9]=2[CH3:26])[N:5]=[C:4]([O-])[C:3]1=[O:28].[Na+].P(Br)(Br)([Br:32])=O.CN(C)C=O.C(=O)([O-])[O-].[K+].[K+]. Product: [Br:32][C:4]1[C:3](=[O:28])[N:2]([CH3:1])[CH:7]=[C:6]([C:8]2[C:9]([CH3:26])=[C:10]([NH:14][C:15]([C:17]3[S:21][C:20]4[CH2:22][CH2:23][CH2:24][CH2:25][C:19]=4[CH:18]=3)=[O:16])[CH:11]=[CH:12][CH:13]=2)[N:5]=1. The catalyst class is: 2. (3) Reactant: [N+:1]([C:4]1[CH:5]=[C:6]([CH:10]=[CH:11][CH:12]=1)[C:7](Cl)=[O:8])([O-:3])=[O:2].[NH2:13][C:14]1[CH:15]=[N:16][CH:17]=[CH:18][C:19]=1[OH:20].C([O-])([O-])=O.[Na+].[Na+]. Product: [OH:20][C:19]1[CH:18]=[CH:17][N:16]=[CH:15][C:14]=1[NH:13][C:7](=[O:8])[C:6]1[CH:10]=[CH:11][CH:12]=[C:4]([N+:1]([O-:3])=[O:2])[CH:5]=1. The catalyst class is: 17. (4) Product: [CH3:30][N:31]1[C:23]([C:17]2=[CH:22][C:1](=[O:4])[CH2:2][CH2:37][CH2:21][CH2:18]2)=[C:29]([N+:34]([O-:36])=[O:35])[CH:28]=[N:32]1. The catalyst class is: 75. Reactant: [C:1]([O-:4])(=O)[CH3:2].[K+].B1(B2O[C:18]([CH3:21])(C)[C:17]([CH3:23])([CH3:22])O2)O[C:18](C)([CH3:21])[C:17]([CH3:23])([CH3:22])O1.ClCCl.Cl[C:28]1[N:32](C)[N:31]=[CH:30][C:29]=1[N+:34]([O-:36])=[O:35].[C:37](=O)([O-])[O-].[Na+].[Na+].C([O-])(=O)C.[K+]. (5) Reactant: [NH2:1][C:2]1[CH:7]=[CH:6][C:5]([NH:8][C:9]([NH:11][C:12](=[O:23])[C:13]2[CH:18]=[CH:17][C:16]([C:19]([CH3:22])([CH3:21])[CH3:20])=[CH:15][CH:14]=2)=[S:10])=[CH:4][CH:3]=1.[Br:24][CH2:25][CH2:26][CH2:27][CH2:28][CH2:29][CH2:30][CH2:31][C:32](Cl)=[O:33].C(N(CC)CC)C. Product: [C:19]([C:16]1[CH:15]=[CH:14][C:13]([C:12]([NH:11][C:9](=[S:10])[NH:8][C:5]2[CH:6]=[CH:7][C:2]([NH:1][C:32](=[O:33])[CH2:31][CH2:30][CH2:29][CH2:28][CH2:27][CH2:26][CH2:25][Br:24])=[CH:3][CH:4]=2)=[O:23])=[CH:18][CH:17]=1)([CH3:20])([CH3:22])[CH3:21]. The catalyst class is: 2. (6) Reactant: Cl.[NH2:2][C:3]1[CH:4]=[C:5]([N:9]2[C:13]3[C:14]4[CH:15]=[CH:16][CH:17]=[CH:18][C:19]=4[S:20](=[O:23])(=[O:22])[CH2:21][C:12]=3[C:11]([C:24]([O:26][CH2:27][CH3:28])=[O:25])=[N:10]2)[CH:6]=[CH:7][CH:8]=1.N1C(C)=CC(C)=CC=1C.[C:38]1([O:44][C:45](Cl)=[O:46])[CH:43]=[CH:42][CH:41]=[CH:40][CH:39]=1. Product: [O:44]([C:45]([NH:2][C:3]1[CH:4]=[C:5]([N:9]2[C:13]3[C:14]4[CH:15]=[CH:16][CH:17]=[CH:18][C:19]=4[S:20](=[O:23])(=[O:22])[CH2:21][C:12]=3[C:11]([C:24]([O:26][CH2:27][CH3:28])=[O:25])=[N:10]2)[CH:6]=[CH:7][CH:8]=1)=[O:46])[C:38]1[CH:43]=[CH:42][CH:41]=[CH:40][CH:39]=1. The catalyst class is: 1. (7) Reactant: C([O:8][C:9]1[N:14]=[C:13]([C:15]([C:17]2[S:18][C:19]([CH3:22])=[CH:20][N:21]=2)=O)[CH:12]=[CH:11][CH:10]=1)C1C=CC=CC=1.[C:23]([OH:26])(=[O:25])[CH3:24].O.[CH2:28](O)[CH3:29]. Product: [OH:8][C:9]1[N:14]=[C:13]([CH:15]([C:17]2[S:18][C:19]([CH3:22])=[CH:20][N:21]=2)[CH2:24][C:23]([O:26][CH2:28][CH3:29])=[O:25])[CH:12]=[CH:11][CH:10]=1. The catalyst class is: 123.